Dataset: Experimentally validated miRNA-target interactions with 360,000+ pairs, plus equal number of negative samples. Task: Binary Classification. Given a miRNA mature sequence and a target amino acid sequence, predict their likelihood of interaction. (1) The miRNA is hsa-miR-766-3p with sequence ACUCCAGCCCCACAGCCUCAGC. The protein sequence of the target gene is MIEVVAELSRGPVFLAGEALECVVTVTNPLPPTATSASSEALAWASAQIHCQFHASESRVALPPPDSSQPDVQPDSQTVFLPHRGERGQCILSTPPKILFCDLRLDPGESKSYSYSEVLPIEGPPSFRGQSVKYVYKLTIGCQRVNSPITLLRVPLRVLVLTGLQDVRFPQDEAVAPSSPFLEEDEGGKKDSWLAELAGERLMAATSCRSLHLYNISDGRGKVGTFGIFKSVYRLGEDVVGTLNLGEGTVACLQFSVSLQTEERVQPEYQRRRGAGGVPSVSHVTHARHQESCLHTTRTS.... Result: 1 (interaction). (2) The miRNA is mmu-miR-30b-3p with sequence CUGGGAUGUGGAUGUUUACGUC. The protein sequence of the target gene is MLPVEVPLSHLGPPILLLLQLLLPPTSAFFPNIWSLLAAPGSVTHQDLTEEAALNVTLVLFLEQPHPGRPRLHVEDYRGRTLLADDIFAAYFGPGFSSRRFRAALGEVSRANAAQDFLPAFKSNPDLHFDAERLVQGRTRLVGALRETLVAARALEYTLARQRLGAALHALQDFYSHSNWVELGERQPHPHLLWPRQELWSLAQVGDPTCSDCEGLSCPGNMLDSTLLTSGYFGMHPPKPPGKCSHGGHFDQSSSQPPRGGINKDSTSPSFSPHHKLHLQAAEVALLASIEAFSLLRSRL.... Result: 0 (no interaction). (3) The miRNA is hsa-miR-1183 with sequence CACUGUAGGUGAUGGUGAGAGUGGGCA. The protein sequence of the target gene is MRRPRGEPGPRAPRPTEGATCAGPGESWSPSPNSMLRVLLSAQTSPARLSGLLLIPPVQPCCLGPSKWGDRPVGGGPSAGPVQGLQRLLEQAKSPGELLRWLGQNPSKVRAHHYSVALRRLGQLLGSRPRPPPVEQVTLQDLSQLIIRNCPSFDIHTIHVCLHLAVLLGFPSDGPLVCALEQERRLRLPPKPPPPLQPLLRGGQGLEAALSCPRFLRYPRQHLISSLAEARPEELTPHVMVLLAQHLARHRLREPQLLEAIAHFLVVQETQLSSKVVQKLVLPFGRLNYLPLEQQFMPCL.... Result: 0 (no interaction). (4) The miRNA is hsa-miR-542-5p with sequence UCGGGGAUCAUCAUGUCACGAGA. The protein sequence of the target gene is MARQPYRFPQARIPERGSGVFRLTVRNAMAHRDSEMKEECLREDLKFYFMSPCEKYRARRQIPWKLGLQILKIVMVTTQLVRFGLSNQLVVAFKEDNTVAFKHLFLKGYSGTDEDDYSCSVYTQEDAYESIFFAINQYHQLKDITLGTLGYGENEDNRIGLKVCKQHYKKGTMFPSNETLNIDNDVELDCVQLDLQDLSKKPPDWKNSSFFRLEFYRLLQVEISFHLKGIDLQTIHSRELPDCYVFQNTIIFDNKAHSGKIKIYFDSDAKIEECKDLNIFGSTQKNAQYVLVFDAFVIVI.... Result: 0 (no interaction).